This data is from Catalyst prediction with 721,799 reactions and 888 catalyst types from USPTO. The task is: Predict which catalyst facilitates the given reaction. (1) Reactant: [CH3:1][O:2][C:3](=[O:40])[C:4]([NH:6][C:7]1[CH:8]=[C:9]([C:13]2[N:22]=[C:21]([NH:23][C:24]3[CH:25]=[C:26]4[C:30](=[CH:31][CH:32]=3)[N:29](C(OC(C)(C)C)=O)[N:28]=[CH:27]4)[C:20]3[C:15](=[CH:16][CH:17]=[CH:18][CH:19]=3)[N:14]=2)[CH:10]=[CH:11][CH:12]=1)=[O:5].C(O)(C(F)(F)F)=O. Product: [NH:29]1[C:30]2[C:26](=[CH:25][C:24]([NH:23][C:21]3[C:20]4[C:15](=[CH:16][CH:17]=[CH:18][CH:19]=4)[N:14]=[C:13]([C:9]4[CH:8]=[C:7]([NH:6][C:4](=[O:5])[C:3]([O:2][CH3:1])=[O:40])[CH:12]=[CH:11][CH:10]=4)[N:22]=3)=[CH:32][CH:31]=2)[CH:27]=[N:28]1. The catalyst class is: 2. (2) Reactant: CC(C)(C)C(OC[N:7]1[CH:11]=[CH:10][C:9]([C:12]2[CH:13]=[C:14]([C:18]3[CH:23]=[CH:22][C:21]([CH:24]=[O:25])=[CH:20][CH:19]=3)[CH:15]=[CH:16][CH:17]=2)=[N:8]1)=O.[OH-].[Na+].CC(O)=O. Product: [NH:7]1[CH:11]=[CH:10][C:9]([C:12]2[CH:13]=[C:14]([C:18]3[CH:23]=[CH:22][C:21]([CH:24]=[O:25])=[CH:20][CH:19]=3)[CH:15]=[CH:16][CH:17]=2)=[N:8]1. The catalyst class is: 36. (3) Product: [O:5]1[CH2:4][CH:3]1[CH2:1][O:6][C:7]1[CH:12]=[CH:11][CH:10]=[CH:9][C:8]=1[NH:13][C:14]([NH2:16])=[O:15]. Reactant: [CH2:1]([CH:3]1[O:5][CH2:4]1)Br.[OH:6][C:7]1[CH:12]=[CH:11][CH:10]=[CH:9][C:8]=1[NH:13][C:14]([NH2:16])=[O:15].C(=O)([O-])[O-].[Cs+].[Cs+]. The catalyst class is: 3. (4) Reactant: N#N.[CH3:3][C:4]1[O:5][C:6]([C:12]2[CH:13]=[C:14]([CH3:18])[CH:15]=[CH:16][CH:17]=2)=[C:7]([C:9]([OH:11])=O)[N:8]=1.C1C=CC2N(O)N=NC=2C=1.C(Cl)CCl.CCN(C(C)C)C(C)C.[CH3:42][O:43][CH2:44][C:45]1[O:46][CH:47]=[C:48]([CH2:50][N:51]2[N:55]=[C:54]([NH2:56])[CH:53]=[N:52]2)[N:49]=1. Product: [CH3:42][O:43][CH2:44][C:45]1[O:46][CH:47]=[C:48]([CH2:50][N:51]2[N:55]=[C:54]([NH:56][C:9]([C:7]3[N:8]=[C:4]([CH3:3])[O:5][C:6]=3[C:12]3[CH:13]=[C:14]([CH3:18])[CH:15]=[CH:16][CH:17]=3)=[O:11])[CH:53]=[N:52]2)[N:49]=1. The catalyst class is: 64. (5) Reactant: [C:1]([NH:4][C@H:5]1[C@@H:14]([O:15][CH2:16][C:17]2[CH:22]=[CH:21][CH:20]=[CH:19][CH:18]=2)[O:13][C@H:12]2[C@@H:7]([O:8][C@H:9]([C:23]3[CH:28]=[CH:27][CH:26]=[CH:25][CH:24]=3)[O:10][CH2:11]2)[C@@H:6]1[O:29][C@@H:30]([CH3:36])[C:31]([O:33]CC)=[O:32])(=[O:3])[CH3:2].O.C1COCC1.[OH-].[K+]. Product: [C:1]([NH:4][C@H:5]1[C@@H:14]([O:15][CH2:16][C:17]2[CH:22]=[CH:21][CH:20]=[CH:19][CH:18]=2)[O:13][C@H:12]2[C@@H:7]([O:8][C@H:9]([C:23]3[CH:24]=[CH:25][CH:26]=[CH:27][CH:28]=3)[O:10][CH2:11]2)[C@@H:6]1[O:29][C@@H:30]([CH3:36])[C:31]([OH:33])=[O:32])(=[O:3])[CH3:2]. The catalyst class is: 5. (6) Reactant: [OH:1][C:2]1[CH:9]=[CH:8][CH:7]=[C:6]([OH:10])[C:3]=1[CH:4]=[O:5].C([O-])([O-])=O.[Cs+].[Cs+].Br[CH2:18][C:19]1[CH:28]=[CH:27][C:22]([C:23]([O:25][CH3:26])=[O:24])=[CH:21][CH:20]=1. Product: [CH:4]([C:3]1[C:6]([OH:10])=[CH:7][CH:8]=[CH:9][C:2]=1[O:1][CH2:18][C:19]1[CH:28]=[CH:27][C:22]([C:23]([O:25][CH3:26])=[O:24])=[CH:21][CH:20]=1)=[O:5]. The catalyst class is: 9.